From a dataset of Full USPTO retrosynthesis dataset with 1.9M reactions from patents (1976-2016). Predict the reactants needed to synthesize the given product. (1) The reactants are: CC(O)C.[OH-].[Na+].[C:7]([O:11][C:12]([NH:14][C@H:15]([CH2:20][C:21]1[CH:26]=[CH:25][C:24]([O:27]CC2C=CC=CC=2)=[CH:23][CH:22]=1)[C@@H:16]([OH:19])[CH2:17]Cl)=[O:13])([CH3:10])([CH3:9])[CH3:8].C(OC(N[C@H](CC1C=CC(OCC2C=CC=CC=2)=CC=1)[C@H]1OC1)=O)(C)(C)C. Given the product [C:7]([O:11][C:12]([NH:14][C@H:15]([CH2:20][C:21]1[CH:26]=[CH:25][C:24]([OH:27])=[CH:23][CH:22]=1)[C@H:16]1[O:19][CH2:17]1)=[O:13])([CH3:10])([CH3:9])[CH3:8], predict the reactants needed to synthesize it. (2) Given the product [N:23]1[N:24]=[N:25][N:26]2[CH2:32][CH2:31][C:30](=[O:33])[CH2:29][CH2:28][C:27]=12, predict the reactants needed to synthesize it. The reactants are: CC(OI1(OC(C)=O)(OC(C)=O)OC(=O)C2C=CC=CC1=2)=O.[N:23]1[N:24]=[N:25][N:26]2[CH2:32][CH2:31][CH:30]([OH:33])[CH2:29][CH2:28][C:27]=12.C(=O)(O)[O-].[Na+]. (3) Given the product [Cl:1][C:2]1[CH:3]=[C:4]([C:9]2([C:29]([F:31])([F:30])[F:32])[O:13][N:12]=[C:11]([C:14]3[CH:27]=[CH:26][C:17]([C:18]([NH:20][CH:21]4[CH2:22][S:23](=[O:25])(=[N:37][C:35](=[O:36])[C:34]([F:39])([F:38])[F:33])[CH2:24]4)=[O:19])=[C:16]([CH3:28])[CH:15]=3)[CH2:10]2)[CH:5]=[C:6]([Cl:8])[CH:7]=1, predict the reactants needed to synthesize it. The reactants are: [Cl:1][C:2]1[CH:3]=[C:4]([C:9]2([C:29]([F:32])([F:31])[F:30])[O:13][N:12]=[C:11]([C:14]3[CH:27]=[CH:26][C:17]([C:18]([NH:20][CH:21]4[CH2:24][S:23](=[O:25])[CH2:22]4)=[O:19])=[C:16]([CH3:28])[CH:15]=3)[CH2:10]2)[CH:5]=[C:6]([Cl:8])[CH:7]=1.[F:33][C:34]([F:39])([F:38])[C:35]([NH2:37])=[O:36].[O-2].[Mg+2].C(O)(=O)C.C(O)(=O)C.IC1C=CC=CC=1.